The task is: Predict the reactants needed to synthesize the given product.. This data is from Full USPTO retrosynthesis dataset with 1.9M reactions from patents (1976-2016). (1) The reactants are: [ClH:1].[N+]([C:5]1[NH:6][CH:7]=[C:8]([N+:10]([O-:12])=[O:11])[N:9]=1)([O-])=O. Given the product [Cl:1][C:5]1[NH:6][CH:7]=[C:8]([N+:10]([O-:12])=[O:11])[N:9]=1, predict the reactants needed to synthesize it. (2) Given the product [CH3:20][C@@H:18]1[CH2:19][CH:14]([C:11]2[N:10]=[CH:9][C:8]([NH:7][C:4]3[C:3]([C:22]([NH2:24])=[O:23])=[C:2]([NH:1][CH2:29][C:28]4[CH:31]=[C:32]([CH3:35])[C:33]([OH:34])=[C:26]([CH3:25])[CH:27]=4)[NH:6][N:5]=3)=[CH:13][CH:12]=2)[CH2:15][C@H:16]([CH3:21])[O:17]1, predict the reactants needed to synthesize it. The reactants are: [NH2:1][C:2]1[NH:6][N:5]=[C:4]([NH:7][C:8]2[CH:9]=[N:10][C:11]([CH:14]3[CH2:19][C@H:18]([CH3:20])[O:17][C@H:16]([CH3:21])[CH2:15]3)=[CH:12][CH:13]=2)[C:3]=1[C:22]([NH2:24])=[O:23].[CH3:25][C:26]1[CH:27]=[C:28]([CH:31]=[C:32]([CH3:35])[C:33]=1[OH:34])[CH:29]=O.[BH4-].[Na+].O.